Predict the product of the given reaction. From a dataset of Forward reaction prediction with 1.9M reactions from USPTO patents (1976-2016). (1) Given the reactants Cl.[C:2]([C:4]1[CH:9]=[CH:8][CH:7]=[CH:6][C:5]=1[C:10]1[CH:24]=[CH:23][C:13]([C:14]([NH:16][CH2:17][CH:18]2[CH2:22][CH2:21][CH2:20][NH:19]2)=[O:15])=[C:12]([NH:25][CH2:26][CH2:27][C:28]2[CH:33]=[CH:32][CH:31]=[C:30]([F:34])[CH:29]=2)[N:11]=1)#[N:3].[C:35]([O:39][C:40]([NH:42][CH2:43][CH2:44][CH2:45][C:46](O)=[O:47])=[O:41])([CH3:38])([CH3:37])[CH3:36].C1C=CC2N(O)N=NC=2C=1.CN(C(ON1N=NC2C=CC=CC1=2)=[N+](C)C)C.F[P-](F)(F)(F)(F)F.CCN(C(C)C)C(C)C, predict the reaction product. The product is: [C:2]([C:4]1[CH:9]=[CH:8][CH:7]=[CH:6][C:5]=1[C:10]1[CH:24]=[CH:23][C:13]([C:14]([NH:16][CH2:17][CH:18]2[CH2:22][CH2:21][CH2:20][N:19]2[C:46](=[O:47])[CH2:45][CH2:44][CH2:43][NH:42][C:40](=[O:41])[O:39][C:35]([CH3:36])([CH3:38])[CH3:37])=[O:15])=[C:12]([NH:25][CH2:26][CH2:27][C:28]2[CH:33]=[CH:32][CH:31]=[C:30]([F:34])[CH:29]=2)[N:11]=1)#[N:3]. (2) Given the reactants CC([C:5]1[C:13]([CH2:14][NH2:15])=[CH:12][CH:11]=[CH:10][C:6]=1[C:7]([O-:9])=[O:8])(C)C.[CH2:16]([CH:18]([CH2:21][CH3:22])[CH:19]=O)[CH3:17].[CH2:23]1[C:31]2[C:26](=[CH:27][CH:28]=[CH:29][CH:30]=2)[CH2:25][CH:24]1[C@@H:32]([NH:36][C:37]([O:39]CC1C=CC=CC=1)=O)[C:33]([OH:35])=O.[C:47]1([CH2:53]OC2C=CC=CC=2[N+]#[C-])[CH:52]=CC=C[CH:48]=1, predict the reaction product. The product is: [CH2:25]1[C:26]2[C:31](=[CH:30][CH:29]=[CH:28][CH:27]=2)[CH2:23][CH:24]1[C@H:32]1[NH:36][C:37](=[O:39])[C@@H:19]([CH:18]([CH2:21][CH3:22])[CH2:16][CH3:17])[N:15]([CH2:14][C:13]2[CH:5]=[C:6]([CH:10]=[CH:11][CH:12]=2)[C:7]([O:9][C:47]([CH3:53])([CH3:52])[CH3:48])=[O:8])[C:33]1=[O:35]. (3) Given the reactants CN(C)[CH2:3][CH2:4][O:5][CH2:6][C@@H:7]1[CH2:16][C:15]2[C:10](=[CH:11][CH:12]=[CH:13][CH:14]=2)[CH2:9][N:8]1[C:17](=[O:19])[CH3:18].OC[C@@H]1CC2C(=CC=CC=2)CN1C(=O)C.BrCC[O:39][CH2:40][C:41]1[CH:46]=[CH:45][CH:44]=[CH:43][CH:42]=1, predict the reaction product. The product is: [CH2:40]([O:39][CH2:3][CH2:4][O:5][CH2:6][C@@H:7]1[CH2:16][C:15]2[C:10](=[CH:11][CH:12]=[CH:13][CH:14]=2)[CH2:9][N:8]1[C:17](=[O:19])[CH3:18])[C:41]1[CH:46]=[CH:45][CH:44]=[CH:43][CH:42]=1. (4) Given the reactants C(O)(=O)C(O)=O.[Cl:7][C:8]1[C:9]([CH2:19][OH:20])=[N:10][CH:11]=[C:12]([CH:14]2OCC[O:15]2)[CH:13]=1.CC(C)=O.[OH-].[Na+], predict the reaction product. The product is: [Cl:7][C:8]1[CH:13]=[C:12]([CH:14]=[O:15])[CH:11]=[N:10][C:9]=1[CH2:19][OH:20]. (5) The product is: [NH2:5]/[C:6](/[CH:11]([CH2:14][CH3:15])[CH2:12][CH3:13])=[C:7](/[C:9]#[N:10])\[C:1]([Cl:4])=[O:2]. Given the reactants [C:1]([Cl:4])(Cl)=[O:2].[NH2:5][C:6]([CH:11]([CH2:14][CH3:15])[CH2:12][CH3:13])=[C:7]([C:9]#[N:10])C, predict the reaction product. (6) Given the reactants [Br:1][C:2]1[CH:10]=[C:9]2[C:5]([C:6](=O)[CH2:7][C:8]32[CH2:12][CH2:11]3)=[CH:4][CH:3]=1.Cl.[NH2:15][OH:16].CC([O-])=O.[Na+], predict the reaction product. The product is: [Br:1][C:2]1[CH:10]=[C:9]2[C:5](/[C:6](=[N:15]/[OH:16])/[CH2:7][C:8]32[CH2:12][CH2:11]3)=[CH:4][CH:3]=1. (7) Given the reactants [CH3:1][C@@:2]12[O:9][C@@H:6]([CH2:7][CH2:8]1)[C:5](=[O:10])[CH2:4][C:3]2=[O:11].C(Cl)(Cl)Cl.C([O-])(=O)C.C([O-])(=O)C.C([O-])(=O)C.[Cl:28][C:29]1[CH:45]=[CH:44][C:32]([C:33]2[CH:38]=[C:37]([CH2:39][CH3:40])[C:36]([Pb+3])=[C:35]([CH2:42][CH3:43])[CH:34]=2)=[CH:31][CH:30]=1.Cl, predict the reaction product. The product is: [Cl:28][C:29]1[CH:30]=[CH:31][C:32]([C:33]2[CH:34]=[C:35]([CH2:42][CH3:43])[C:36]([CH:4]3[C:5](=[O:10])[C@H:6]4[O:9][C@:2]([CH3:1])([CH2:8][CH2:7]4)[C:3]3=[O:11])=[C:37]([CH2:39][CH3:40])[CH:38]=2)=[CH:44][CH:45]=1. (8) Given the reactants C([N:8]1[CH2:13][CH2:12][C:11](=O)[CH:10]([C:15]2[CH:20]=[CH:19][C:18]([Cl:21])=[CH:17][CH:16]=2)[CH2:9]1)C1C=CC=CC=1.[NH:22]1[CH2:27][CH2:26][S:25][CH2:24][CH2:23]1.[F:28][C:29]([F:44])([F:43])[C:30]1[CH:31]=[C:32]([CH:36]=[C:37]([C:39]([F:42])([F:41])[F:40])[CH:38]=1)[C:33](Cl)=[O:34], predict the reaction product. The product is: [F:28][C:29]([F:44])([F:43])[C:30]1[CH:31]=[C:32]([C:33]([N:8]2[CH2:13][CH2:12][C@H:11]([N:22]3[CH2:27][CH2:26][S:25][CH2:24][CH2:23]3)[C@H:10]([C:15]3[CH:16]=[CH:17][C:18]([Cl:21])=[CH:19][CH:20]=3)[CH2:9]2)=[O:34])[CH:36]=[C:37]([C:39]([F:42])([F:41])[F:40])[CH:38]=1. (9) Given the reactants [Cl:1][C:2]1[CH:10]=[C:9]2[C:5]([C:6]([C:11]([N:13]3[CH2:18][CH2:17][CH:16]([C:19]4[CH:24]=[CH:23][CH:22]=[CH:21][C:20]=4[C:25]([F:28])([F:27])[F:26])[CH2:15][CH2:14]3)=[O:12])=[CH:7][NH:8]2)=[CH:4][CH:3]=1.Cl[CH2:30][C:31]([N:33]1[CH2:38][CH2:37][N:36]([CH3:39])[CH2:35][CH2:34]1)=[O:32], predict the reaction product. The product is: [Cl:1][C:2]1[CH:10]=[C:9]2[C:5]([C:6]([C:11]([N:13]3[CH2:14][CH2:15][CH:16]([C:19]4[CH:24]=[CH:23][CH:22]=[CH:21][C:20]=4[C:25]([F:28])([F:27])[F:26])[CH2:17][CH2:18]3)=[O:12])=[CH:7][N:8]2[CH2:30][C:31]([N:33]2[CH2:38][CH2:37][N:36]([CH3:39])[CH2:35][CH2:34]2)=[O:32])=[CH:4][CH:3]=1.